This data is from Tox21: 12 toxicity assays (nuclear receptors and stress response pathways). The task is: Binary classification across 12 toxicity assays. (1) The drug is CC(C)c1cccc(C(C)C)c1N1C(=O)c2ccc(O)cc2C1=O. It tested positive (active) for: NR-Aromatase (Aromatase enzyme inhibition), NR-ER (Estrogen Receptor agonist activity), NR-ER-LBD (Estrogen Receptor Ligand Binding Domain agonist), SR-MMP (Mitochondrial Membrane Potential disruption), and SR-p53 (p53 tumor suppressor activation). (2) The molecule is O=C(O)c1ccccc1O.Oc1cccc2cccnc12. It tested positive (active) for: NR-ER (Estrogen Receptor agonist activity), and NR-ER-LBD (Estrogen Receptor Ligand Binding Domain agonist).